This data is from Full USPTO retrosynthesis dataset with 1.9M reactions from patents (1976-2016). The task is: Predict the reactants needed to synthesize the given product. (1) Given the product [CH2:10]([O:9][C:3](=[O:8])[CH:4]([C:16]1[C:15]([N+:20]([O-:22])=[O:21])=[CH:14][C:13]([Br:12])=[CH:18][N:17]=1)[C:5]([O:7][CH2:23][CH3:24])=[O:6])[CH3:11], predict the reactants needed to synthesize it. The reactants are: [H-].[Na+].[C:3]([O:9][CH2:10][CH3:11])(=[O:8])[CH2:4][C:5]([O-:7])=[O:6].[Br:12][C:13]1[CH:14]=[C:15]([N+:20]([O-:22])=[O:21])[C:16](Cl)=[N:17][CH:18]=1.[CH3:23][C:24](O)=O. (2) Given the product [NH2:18][C:15]1[N:16]=[CH:17][C:12]([C:10]2[CH:9]=[N:8][N:7]([CH:4]3[CH2:3][CH2:2][N:1]([C:40](=[O:49])[CH2:41][CH2:42][C:43]4[CH:48]=[CH:47][CH:46]=[CH:45][CH:44]=4)[CH2:6][CH2:5]3)[CH:11]=2)=[C:13]2[CH:21]=[C:20]([C:22]3[C:30]4[C:25](=[CH:26][N:27]=[CH:28][CH:29]=4)[S:24][CH:23]=3)[O:19][C:14]=12, predict the reactants needed to synthesize it. The reactants are: [NH:1]1[CH2:6][CH2:5][CH:4]([N:7]2[CH:11]=[C:10]([C:12]3[CH:17]=[N:16][C:15]([NH2:18])=[C:14]4[O:19][C:20]([C:22]5[C:30]6[C:25](=[CH:26][N:27]=[CH:28][CH:29]=6)[S:24][CH:23]=5)=[CH:21][C:13]=34)[CH:9]=[N:8]2)[CH2:3][CH2:2]1.C(N(C(C)C)CC)(C)C.[C:40](O)(=[O:49])[CH2:41][CH2:42][C:43]1[CH:48]=[CH:47][CH:46]=[CH:45][CH:44]=1.Cl.CN(C)CCCN=C=NCC. (3) Given the product [C:32]([O:36][C:37](=[O:45])[C:38]1[CH:43]=[CH:42][C:41]([N:2]2[CH2:6][CH2:5][C@H:4]([O:7][C:8]3[CH:13]=[CH:12][C:11]([NH:14][C:15]([C:17]4[N:18]=[C:19]([C:26]5[CH:31]=[CH:30][CH:29]=[CH:28][CH:27]=5)[O:20][C:21]=4[C:22]([F:25])([F:23])[F:24])=[O:16])=[CH:10][CH:9]=3)[CH2:3]2)=[CH:40][CH:39]=1)([CH3:35])([CH3:33])[CH3:34], predict the reactants needed to synthesize it. The reactants are: Cl.[NH:2]1[CH2:6][CH2:5][C@H:4]([O:7][C:8]2[CH:13]=[CH:12][C:11]([NH:14][C:15]([C:17]3[N:18]=[C:19]([C:26]4[CH:31]=[CH:30][CH:29]=[CH:28][CH:27]=4)[O:20][C:21]=3[C:22]([F:25])([F:24])[F:23])=[O:16])=[CH:10][CH:9]=2)[CH2:3]1.[C:32]([O:36][C:37](=[O:45])[C:38]1[CH:43]=[CH:42][C:41](Br)=[CH:40][CH:39]=1)([CH3:35])([CH3:34])[CH3:33].CC(C)([O-])C.[Na+].C(C1C=C(C(C)C)C=C(C(C)C)C=1C1C=CC=CC=1P(C1CCCCC1)C1CCCCC1)(C)C. (4) Given the product [Br:21][C:22]1[CH:27]=[CH:26][N:25]=[C:24]([C:28]([N:19]2[CH2:18][CH2:17][C:15]3[N:16]=[C:11]([NH:10][CH:2]4[CH2:3][C:4]5[C:9](=[CH:8][CH:7]=[CH:6][CH:5]=5)[CH2:1]4)[N:12]=[CH:13][C:14]=3[CH2:20]2)=[O:29])[CH:23]=1, predict the reactants needed to synthesize it. The reactants are: [CH2:1]1[C:9]2[C:4](=[CH:5][CH:6]=[CH:7][CH:8]=2)[CH2:3][CH:2]1[NH:10][C:11]1[N:12]=[CH:13][C:14]2[CH2:20][NH:19][CH2:18][CH2:17][C:15]=2[N:16]=1.[Br:21][C:22]1[CH:27]=[CH:26][N:25]=[C:24]([C:28](O)=[O:29])[CH:23]=1.Cl.CN(C)CCCN=C=NCC.N1C=CC(N)=CC=1.